Dataset: Reaction yield outcomes from USPTO patents with 853,638 reactions. Task: Predict the reaction yield, written as a fraction of the theoretical maximum amount of product (1.0 means a 100% yield; for example, 0.34 means a 34% yield). The catalyst is CO. The product is [CH:1]1([O:6][C:7]2[CH:8]=[C:9]([CH:15]3[CH2:19][N:18]([CH2:20][C:21]([OH:23])=[O:22])[C:17](=[O:24])[CH2:16]3)[CH:10]=[CH:11][C:12]=2[O:13][CH3:14])[CH2:5][CH2:4][CH2:3][CH2:2]1. The reactants are [CH:1]1([O:6][C:7]2[CH:8]=[C:9]([CH:15]3[CH2:19][N:18]([CH2:20][C:21]([O-:23])=[O:22])[C:17](=[O:24])[CH2:16]3)[CH:10]=[CH:11][C:12]=2[O:13][CH3:14])[CH2:5][CH2:4][CH2:3][CH2:2]1.[OH-].[K+].O. The yield is 1.00.